The task is: Predict the product of the given reaction.. This data is from Forward reaction prediction with 1.9M reactions from USPTO patents (1976-2016). (1) Given the reactants [CH2:1]([O:8][C:9]1[CH:14]=[CH:13][C:12]([CH2:15][OH:16])=[CH:11][C:10]=1[Br:17])[C:2]1[CH:7]=[CH:6][CH:5]=[CH:4][CH:3]=1.N1C=CN=C1.[C:23]([Si:27](Cl)([CH3:29])[CH3:28])([CH3:26])([CH3:25])[CH3:24].O, predict the reaction product. The product is: [CH2:1]([O:8][C:9]1[CH:14]=[CH:13][C:12]([CH2:15][O:16][Si:27]([C:23]([CH3:26])([CH3:25])[CH3:24])([CH3:29])[CH3:28])=[CH:11][C:10]=1[Br:17])[C:2]1[CH:7]=[CH:6][CH:5]=[CH:4][CH:3]=1. (2) Given the reactants [C:1]1([C:8]2[CH:13]=[CH:12][C:11]([S:14]([CH3:17])(=[O:16])=[O:15])=[CH:10][C:9]=2[C:18]([N:20]2[CH2:25][CH2:24][N:23]([C:26]3[CH:31]=[CH:30][C:29]([C:32]([F:35])([F:34])[F:33])=[CH:28][CH:27]=3)[CH2:22][CH2:21]2)=[O:19])[CH2:7][CH2:6][CH2:5][CH2:4][CH2:3][CH:2]=1, predict the reaction product. The product is: [CH:1]1([C:8]2[CH:13]=[CH:12][C:11]([S:14]([CH3:17])(=[O:16])=[O:15])=[CH:10][C:9]=2[C:18]([N:20]2[CH2:25][CH2:24][N:23]([C:26]3[CH:31]=[CH:30][C:29]([C:32]([F:34])([F:35])[F:33])=[CH:28][CH:27]=3)[CH2:22][CH2:21]2)=[O:19])[CH2:7][CH2:6][CH2:5][CH2:4][CH2:3][CH2:2]1. (3) Given the reactants Br[C:2]1[CH:7]=[CH:6][CH:5]=[C:4]([CH2:8][O:9][CH2:10][C:11]([F:14])([F:13])[F:12])[CH:3]=1.[B:15]1([B:15]2[O:19][C:18]([CH3:21])([CH3:20])[C:17]([CH3:23])([CH3:22])[O:16]2)[O:19][C:18]([CH3:21])([CH3:20])[C:17]([CH3:23])([CH3:22])[O:16]1.C([O-])(=O)C.[K+], predict the reaction product. The product is: [CH3:22][C:17]1([CH3:23])[C:18]([CH3:21])([CH3:20])[O:19][B:15]([C:2]2[CH:7]=[CH:6][CH:5]=[C:4]([CH2:8][O:9][CH2:10][C:11]([F:14])([F:13])[F:12])[CH:3]=2)[O:16]1. (4) Given the reactants [C:1]([OH:6])(=[O:5])[C:2]([CH3:4])=[O:3].[OH-].[Na+].[Br:9][C:10]1[CH:17]=[CH:16][C:13]([CH:14]=O)=[C:12]([F:18])[CH:11]=1, predict the reaction product. The product is: [Br:9][C:10]1[CH:17]=[CH:16][C:13]([CH:14]=[CH:4][C:2](=[O:3])[C:1]([OH:6])=[O:5])=[C:12]([F:18])[CH:11]=1. (5) Given the reactants [NH2:1][C:2]1[N:10]=[CH:9][CH:8]=[CH:7][C:3]=1[C:4]([OH:6])=O.ON1C2C=CC=CC=2N=N1.CCN=C=NCCCN(C)C.[CH3:32][C:33]1[CH:47]=[CH:46][C:45]([CH3:48])=[CH:44][C:34]=1[O:35][C:36]1[CH:43]=[CH:42][C:39]([CH2:40][NH2:41])=[CH:38][CH:37]=1.C(=O)(O)[O-].[Na+], predict the reaction product. The product is: [CH3:32][C:33]1[CH:47]=[CH:46][C:45]([CH3:48])=[CH:44][C:34]=1[O:35][C:36]1[CH:37]=[CH:38][C:39]([CH2:40][NH:41][C:4](=[O:6])[C:3]2[CH:7]=[CH:8][CH:9]=[N:10][C:2]=2[NH2:1])=[CH:42][CH:43]=1. (6) Given the reactants [CH2:1]([O:8][C:9]1[CH:16]=[CH:15][C:12]([CH:13]=O)=[CH:11][C:10]=1[O:17][CH3:18])[C:2]1[CH:7]=[CH:6][CH:5]=[CH:4][CH:3]=1.[CH:19]1([NH:25][OH:26])[CH2:24][CH2:23][CH2:22][CH2:21][CH2:20]1, predict the reaction product. The product is: [CH2:1]([O:8][C:9]1[CH:16]=[CH:15][C:12]([CH:13]=[N+:25]([CH:19]2[CH2:24][CH2:23][CH2:22][CH2:21][CH2:20]2)[O-:26])=[CH:11][C:10]=1[O:17][CH3:18])[C:2]1[CH:7]=[CH:6][CH:5]=[CH:4][CH:3]=1. (7) Given the reactants N1([C:6]([NH:8][CH2:9][CH2:10][O:11][C:12](=[O:16])[C:13]([CH3:15])=[CH2:14])=[O:7])C=CN=C1.CS(O)(=O)=O.ClCl, predict the reaction product. The product is: [N:8]([CH2:9][CH2:10][O:11][C:12](=[O:16])[C:13]([CH3:15])=[CH2:14])=[C:6]=[O:7]. (8) Given the reactants Cl.[Cl:2][C:3]1[N:8]=[C:7]([O:9][CH:10]2[CH2:15][CH2:14][N:13](C(OC(C)(C)C)=O)[CH2:12][CH2:11]2)[CH:6]=[N:5][CH:4]=1, predict the reaction product. The product is: [Cl:2][C:3]1[CH:4]=[N:5][CH:6]=[C:7]([O:9][CH:10]2[CH2:15][CH2:14][NH:13][CH2:12][CH2:11]2)[N:8]=1. (9) Given the reactants [CH3:1][C:2]1[CH:7]=[CH:6][N:5]=[C:4]([NH2:8])[C:3]=1[NH2:9].[C:10](O)(=O)[C:11]1[CH:16]=[CH:15][CH:14]=[CH:13][CH:12]=1, predict the reaction product. The product is: [CH3:1][C:2]1[CH:7]=[CH:6][N:5]=[C:4]2[NH:8][C:10]([C:11]3[CH:16]=[CH:15][CH:14]=[CH:13][CH:12]=3)=[N:9][C:3]=12. (10) Given the reactants [CH2:1]([C:3]1[CH:8]=[CH:7][CH:6]=[CH:5][C:4]=1[N:9]1[CH2:14][CH2:13][NH:12][CH2:11][CH2:10]1)[CH3:2].[CH:15]1[C:24]2[C:19](=[CH:20][CH:21]=[CH:22][CH:23]=2)[CH:18]=[CH:17][C:16]=1[S:25](Cl)(=[O:27])=[O:26].C(N(C(C)C)CC)(C)C, predict the reaction product. The product is: [CH2:1]([C:3]1[CH:8]=[CH:7][CH:6]=[CH:5][C:4]=1[N:9]1[CH2:10][CH2:11][N:12]([S:25]([C:16]2[CH:17]=[CH:18][C:19]3[C:24](=[CH:23][CH:22]=[CH:21][CH:20]=3)[CH:15]=2)(=[O:27])=[O:26])[CH2:13][CH2:14]1)[CH3:2].